This data is from Full USPTO retrosynthesis dataset with 1.9M reactions from patents (1976-2016). The task is: Predict the reactants needed to synthesize the given product. (1) Given the product [CH3:2][NH:3][C:18]([C:10]1[O:11][C:12]([C:14]([CH3:17])([CH3:16])[CH3:15])=[CH:13][C:9]=1[NH2:8])=[O:20], predict the reactants needed to synthesize it. The reactants are: Cl.[CH3:2][NH2:3].C[Al](C)C.[NH2:8][C:9]1[CH:13]=[C:12]([C:14]([CH3:17])([CH3:16])[CH3:15])[O:11][C:10]=1[C:18]([O:20]C)=O.Cl. (2) Given the product [NH2:1][C:2]1[C:3]([C:4](=[O:5])[NH:35][CH2:34][C:32]2[CH:33]=[C:28]([Cl:27])[CH:29]=[CH:30][C:31]=2[S:36]([CH2:39][CH3:40])(=[O:38])=[O:37])=[CH:7][C:8]([Br:25])=[C:9]([CH2:11][N:12]2[CH2:16][CH2:15][C@@H:14]([NH:17][C:18](=[O:19])[O:20][C:21]([CH3:22])([CH3:24])[CH3:23])[CH2:13]2)[CH:10]=1, predict the reactants needed to synthesize it. The reactants are: [NH2:1][C:2]1[CH:10]=[C:9]([CH2:11][N:12]2[CH2:16][CH2:15][C@@H:14]([NH:17][C:18]([O:20][C:21]([CH3:24])([CH3:23])[CH3:22])=[O:19])[CH2:13]2)[C:8]([Br:25])=[CH:7][C:3]=1[C:4](O)=[O:5].Cl.[Cl:27][C:28]1[CH:29]=[CH:30][C:31]([S:36]([CH2:39][CH3:40])(=[O:38])=[O:37])=[C:32]([CH2:34][NH2:35])[CH:33]=1.